Dataset: Full USPTO retrosynthesis dataset with 1.9M reactions from patents (1976-2016). Task: Predict the reactants needed to synthesize the given product. (1) Given the product [N:38]1([CH2:6][CH2:7][CH:8]([NH:15][C:16]([CH:18]2[N:22]([S:23]([C:26]3[CH:27]=[CH:28][C:29]([C:32]4[CH:33]=[CH:34][CH:35]=[CH:36][CH:37]=4)=[CH:30][CH:31]=3)(=[O:24])=[O:25])[CH2:21][CH2:20][S:19]2)=[O:17])[C:9]2[CH:10]=[CH:11][CH:12]=[CH:13][CH:14]=2)[CH2:44][CH2:43][CH2:42][CH2:41][CH2:40][CH2:39]1, predict the reactants needed to synthesize it. The reactants are: CS(O[CH2:6][CH2:7][C@H:8]([NH:15][C:16]([C@H:18]1[N:22]([S:23]([C:26]2[CH:31]=[CH:30][C:29]([C:32]3[CH:37]=[CH:36][CH:35]=[CH:34][CH:33]=3)=[CH:28][CH:27]=2)(=[O:25])=[O:24])[CH2:21][CH2:20][S:19]1)=[O:17])[C:9]1[CH:14]=[CH:13][CH:12]=[CH:11][CH:10]=1)(=O)=O.[NH:38]1[CH2:44][CH2:43][CH2:42][CH2:41][CH2:40][CH2:39]1. (2) Given the product [C:1]([Si:5]([CH3:31])([CH3:30])[O:6][C@@H:7]1[CH2:26][C@@:25]2([CH3:27])[C@@H:18]([CH2:19][CH2:20][C@@H:21]2[C:22](=[O:24])[CH3:23])[C@H:17]2[C@H:8]1[C@:9]1([CH3:29])[C:14]([CH:15]=[CH:16]2)=[CH:13][C:12](=[O:28])[CH2:11][CH2:10]1)([CH3:4])([CH3:3])[CH3:2], predict the reactants needed to synthesize it. The reactants are: [C:1]([Si:5]([CH3:31])([CH3:30])[O:6][C@@H:7]1[CH2:26][C@@:25]2([CH3:27])[C@@H:18]([CH2:19][CH2:20][C@@H:21]2[C:22](=[O:24])[CH3:23])[C@H:17]2[C@H:8]1[C@:9]1([CH3:29])[C:14]([CH2:15][CH2:16]2)=[CH:13][C:12](=[O:28])[CH2:11][CH2:10]1)([CH3:4])([CH3:3])[CH3:2].ClC1C(=O)C(Cl)=C(Cl)C(=O)C=1Cl. (3) Given the product [CH3:8][C:9]1[N:10]=[C:11]([S:14]([N:17]2[CH2:22][CH2:21][N:20]([C:34](=[O:35])[CH2:33][N:24]3[CH:32]=[C:30]([CH3:31])[C:28](=[O:29])[NH:27][C:25]3=[O:26])[CH2:19][C:18]2=[O:4])(=[O:16])=[O:15])[S:12][CH:13]=1, predict the reactants needed to synthesize it. The reactants are: FC(F)(F)C(O)=[O:4].[CH3:8][C:9]1[N:10]=[C:11]([S:14]([N:17]2[CH2:22][CH2:21][NH:20][C:19](=O)[CH2:18]2)(=[O:16])=[O:15])[S:12][CH:13]=1.[N:24]1([CH2:33][C:34](O)=[O:35])[CH:32]=[C:30]([CH3:31])[C:28](=[O:29])[NH:27][C:25]1=[O:26].C1CN([P+](ON2N=NC3C=CC=CC2=3)(N2CCCC2)N2CCCC2)CC1.F[P-](F)(F)(F)(F)F. (4) Given the product [C:1]([NH:5][C:6]1[CH:7]=[C:8]([C:19]([O:21][CH3:22])=[O:20])[C:9]([C:12]2[CH:17]=[CH:16][CH:15]=[CH:14][C:13]=2[Br:18])=[CH:10][CH:11]=1)(=[O:3])[CH3:2], predict the reactants needed to synthesize it. The reactants are: [C:1](Cl)(=[O:3])[CH3:2].[NH2:5][C:6]1[CH:7]=[C:8]([C:19]([O:21][CH3:22])=[O:20])[C:9]([C:12]2[CH:17]=[CH:16][CH:15]=[CH:14][C:13]=2[Br:18])=[CH:10][CH:11]=1.C(N(CC)CC)C. (5) Given the product [F:49][C:48]([F:51])([F:50])[C:46]([OH:52])=[O:47].[CH3:44][C:41]1([CH3:45])[CH2:42][CH2:43][C:38]([C:16]2[N:15]=[C:14]([CH:11]3[CH2:12][CH2:13][NH:8][CH2:9][CH2:10]3)[CH:19]=[CH:18][C:17]=2[NH:20][C:21]([C:23]2[NH:24][CH:25]=[C:26]([C:28]#[N:29])[N:27]=2)=[O:22])=[CH:39][CH2:40]1, predict the reactants needed to synthesize it. The reactants are: C(OC([N:8]1[CH2:13][CH2:12][CH:11]([C:14]2[CH:19]=[CH:18][C:17]([NH:20][C:21]([C:23]3[N:24](COCC[Si](C)(C)C)[CH:25]=[C:26]([C:28]#[N:29])[N:27]=3)=[O:22])=[C:16]([C:38]3[CH2:43][CH2:42][C:41]([CH3:45])([CH3:44])[CH2:40][CH:39]=3)[N:15]=2)[CH2:10][CH2:9]1)=O)(C)(C)C.[C:46]([OH:52])([C:48]([F:51])([F:50])[F:49])=[O:47].CO. (6) Given the product [Cl:25][C:26]1[CH:27]=[C:28]([NH:29][C:12](=[O:13])[CH2:11][N:10]2[C:9]3[CH:15]=[CH:16][CH:17]=[CH:18][C:8]=3[N:7]=[C:6]2[CH2:5][C:4]2[CH:19]=[C:20]([O:23][CH3:24])[CH:21]=[CH:22][C:3]=2[O:2][CH3:1])[CH:30]=[C:31]([Cl:33])[CH:32]=1, predict the reactants needed to synthesize it. The reactants are: [CH3:1][O:2][C:3]1[CH:22]=[CH:21][C:20]([O:23][CH3:24])=[CH:19][C:4]=1[CH2:5][C:6]1[N:10]([CH2:11][C:12](O)=[O:13])[C:9]2[CH:15]=[CH:16][CH:17]=[CH:18][C:8]=2[N:7]=1.[Cl:25][C:26]1[CH:27]=[C:28]([CH:30]=[C:31]([Cl:33])[CH:32]=1)[NH2:29].CN(C(ON1N=NC2C=CC=NC1=2)=[N+](C)C)C.F[P-](F)(F)(F)(F)F. (7) Given the product [C:21]1([C:7]2([C:1]3[CH:6]=[CH:5][CH:4]=[CH:3][CH:2]=3)[CH2:15][C:14]3[NH:13][N:12]=[C:11]([C:16]([OH:18])=[O:17])[C:10]=3[CH:9]=[CH:8]2)[CH:22]=[CH:23][CH:24]=[CH:25][CH:26]=1, predict the reactants needed to synthesize it. The reactants are: [C:1]1([C:7]2([C:21]3[CH:26]=[CH:25][CH:24]=[CH:23][CH:22]=3)[CH2:15][C:14]3[NH:13][N:12]=[C:11]([C:16]([O:18]CC)=[O:17])[C:10]=3[CH:9]=[CH:8]2)[CH:6]=[CH:5][CH:4]=[CH:3][CH:2]=1.Cl.